The task is: Predict the product of the given reaction.. This data is from Forward reaction prediction with 1.9M reactions from USPTO patents (1976-2016). (1) Given the reactants C([O:8][N:9]=[C:10]1[C:18]2[C:13](=[CH:14][C:15]([C:19]3[C:20]([C:25]4[CH:30]=[CH:29][N:28]=[CH:27][CH:26]=4)=[N:21][N:22]([CH3:24])[CH:23]=3)=[CH:16][CH:17]=2)[CH2:12][CH2:11]1)C1C=CC=CC=1.Cl.[H][H].C(O)CCC, predict the reaction product. The product is: [CH3:24][N:22]1[CH:23]=[C:19]([C:15]2[CH:14]=[C:13]3[C:18](=[CH:17][CH:16]=2)[C:10](=[N:9][OH:8])[CH2:11][CH2:12]3)[C:20]([C:25]2[CH:30]=[CH:29][N:28]=[CH:27][CH:26]=2)=[N:21]1. (2) Given the reactants F[C:2]1[CH:7]=[CH:6][CH:5]=[CH:4][C:3]=1[N:8]([S:47]([C:50]1[CH:55]=[CH:54][C:53]([CH3:56])=[CH:52][CH:51]=1)(=[O:49])=[O:48])[CH2:9][CH:10]([OH:46])[CH2:11][O:12][CH:13]1[CH:18]([C:19]2[CH:24]=[CH:23][C:22]([O:25][CH2:26][CH2:27][CH2:28][O:29][CH2:30][C:31]3[CH:36]=[CH:35][CH:34]=[CH:33][C:32]=3[O:37][CH3:38])=[CH:21][CH:20]=2)[CH2:17][CH2:16][N:15]([C:39]([O:41][C:42]([CH3:45])([CH3:44])[CH3:43])=[O:40])[CH2:14]1.CC(C)([O-])C.[K+], predict the reaction product. The product is: [CH3:38][O:37][C:32]1[CH:33]=[CH:34][CH:35]=[CH:36][C:31]=1[CH2:30][O:29][CH2:28][CH2:27][CH2:26][O:25][C:22]1[CH:23]=[CH:24][C:19]([CH:18]2[CH2:17][CH2:16][N:15]([C:39]([O:41][C:42]([CH3:45])([CH3:44])[CH3:43])=[O:40])[CH2:14][CH:13]2[O:12][CH2:11][CH:10]2[CH2:9][N:8]([S:47]([C:50]3[CH:55]=[CH:54][C:53]([CH3:56])=[CH:52][CH:51]=3)(=[O:49])=[O:48])[C:3]3[CH:4]=[CH:5][CH:6]=[CH:7][C:2]=3[O:46]2)=[CH:20][CH:21]=1. (3) Given the reactants Cl[C:2]1[C:7]([F:8])=[C:6]([O:9][CH2:10][C:11]#[C:12][CH3:13])[N:5]=[CH:4][N:3]=1.C(=O)([O-])[O-].[K+].[K+].[F:20][C:21]1[CH:26]=[CH:25][CH:24]=[CH:23][C:22]=1[OH:27].[Cl-].[NH4+], predict the reaction product. The product is: [CH2:10]([O:9][C:6]1[C:7]([F:8])=[C:2]([O:27][C:22]2[CH:23]=[CH:24][CH:25]=[CH:26][C:21]=2[F:20])[N:3]=[CH:4][N:5]=1)[C:11]#[C:12][CH3:13]. (4) Given the reactants [C:1]([C:3]1[CH:8]=[CH:7][C:6]([N:9]([CH2:15][C:16]2[O:20][C:19]([C:21](OCC)=[O:22])=[CH:18][CH:17]=2)[CH2:10][C:11]([F:14])([F:13])[F:12])=[CH:5][C:4]=1[C:26]([F:29])([F:28])[F:27])#[N:2].[Li+].[BH4-].O.Cl, predict the reaction product. The product is: [OH:22][CH2:21][C:19]1[O:20][C:16]([CH2:15][N:9]([CH2:10][C:11]([F:14])([F:12])[F:13])[C:6]2[CH:7]=[CH:8][C:3]([C:1]#[N:2])=[C:4]([C:26]([F:27])([F:28])[F:29])[CH:5]=2)=[CH:17][CH:18]=1. (5) Given the reactants Br[CH2:2][C:3](OC(=O)CBr)=[O:4].[CH2:10]([NH:17][CH2:18][C:19]1[CH:20]=[C:21]([CH2:41][N:42]2[CH2:47][CH2:46][O:45][CH2:44][CH2:43]2)[CH:22]=[C:23]2[C:28]=1[N:27]=[CH:26][C:25]([C:29]([NH:31][CH2:32][C:33]1[CH:38]=[CH:37][C:36]([Cl:39])=[CH:35][CH:34]=1)=[O:30])=[C:24]2[OH:40])[C:11]1[CH:16]=[CH:15][CH:14]=[CH:13][CH:12]=1.C(N(CC)CC)C, predict the reaction product. The product is: [CH2:10]([N:17]1[CH2:18][C:19]2=[C:28]3[C:23](=[CH:22][C:21]([CH2:41][N:42]4[CH2:43][CH2:44][O:45][CH2:46][CH2:47]4)=[CH:20]2)[C:24](=[O:40])[C:25]([C:29]([NH:31][CH2:32][C:33]2[CH:38]=[CH:37][C:36]([Cl:39])=[CH:35][CH:34]=2)=[O:30])=[CH:26][N:27]3[CH2:2][C:3]1=[O:4])[C:11]1[CH:12]=[CH:13][CH:14]=[CH:15][CH:16]=1. (6) Given the reactants [NH2:1][C:2]1[O:3][C:4]([C:7]2[C:16]3[C:11](=[CH:12][CH:13]=[CH:14][CH:15]=3)[CH:10]=[CH:9][C:8]=2[OH:17])=[CH:5][N:6]=1.[H-].[Na+].Br[CH2:21][C:22]([O:24][CH3:25])=[O:23], predict the reaction product. The product is: [CH3:25][O:24][C:22](=[O:23])[CH2:21][O:17][C:8]1[CH:9]=[CH:10][C:11]2[C:16](=[CH:15][CH:14]=[CH:13][CH:12]=2)[C:7]=1[C:4]1[O:3][C:2]([NH2:1])=[N:6][CH:5]=1. (7) The product is: [O:20]1[C:21]2[CH:27]=[CH:26][CH:25]=[CH:24][C:22]=2[N:23]=[C:19]1[NH:1][C@H:2]1[CH2:5][C@H:4]([N:6]2[C:10]3=[N:11][CH:12]=[CH:13][N:14]=[C:9]3[C:8]([CH3:15])([CH3:16])[C:7]2=[O:17])[CH2:3]1. Given the reactants [NH2:1][C@H:2]1[CH2:5][C@H:4]([N:6]2[C:10]3=[N:11][CH:12]=[CH:13][N:14]=[C:9]3[C:8]([CH3:16])([CH3:15])[C:7]2=[O:17])[CH2:3]1.Cl[C:19]1[O:20][C:21]2[CH:27]=[CH:26][CH:25]=[CH:24][C:22]=2[N:23]=1.C(N(C(C)C)CC)(C)C, predict the reaction product. (8) Given the reactants [N:1]1[CH:6]=[CH:5][C:4]([CH2:7][OH:8])=[CH:3][CH:2]=1.C1(P(C2C=CC=CC=2)C2C=CC=CC=2)C=CC=CC=1.CCOC(/N=N/C(OCC)=O)=O.[CH3:40][O:41][C:42]1[C:43]([CH3:70])=[C:44]([C:61]([O:68][CH3:69])=[C:62]([O:66][CH3:67])[C:63]=1[O:64][CH3:65])[CH2:45][C:46]1[CH:47]=[CH:48][C:49](O)=[C:50]([CH:59]=1)[C:51]([N:53]1[CH2:58][CH2:57][O:56][CH2:55][CH2:54]1)=[O:52].[OH-].[Na+], predict the reaction product. The product is: [CH3:40][O:41][C:42]1[C:43]([CH3:70])=[C:44]([C:61]([O:68][CH3:69])=[C:62]([O:66][CH3:67])[C:63]=1[O:64][CH3:65])[CH2:45][C:46]1[CH:47]=[CH:48][C:49]([O:8][CH2:7][C:4]2[CH:5]=[CH:6][N:1]=[CH:2][CH:3]=2)=[C:50]([CH:59]=1)[C:51]([N:53]1[CH2:54][CH2:55][O:56][CH2:57][CH2:58]1)=[O:52]. (9) Given the reactants [ClH:1].FC(F)(F)C1C=CC=CC=1O[C@H]1CCNC1.[OH:18][C@@H:19]1[CH2:23][CH2:22][N:21](C(OC(C)(C)C)=O)[CH2:20]1.[Br:31][C:32]1[CH:37]=[C:36]([F:38])[CH:35]=[CH:34][C:33]=1O, predict the reaction product. The product is: [ClH:1].[Br:31][C:32]1[CH:37]=[C:36]([F:38])[CH:35]=[CH:34][C:33]=1[O:18][C@H:19]1[CH2:23][CH2:22][NH:21][CH2:20]1. (10) Given the reactants [S:1]1[CH:5]=[CH:4][C:3]([CH2:6][OH:7])=[CH:2]1.N1C=CN=C1.[C:13]([Si:17](Cl)([C:24]1[CH:29]=[CH:28][CH:27]=[CH:26][CH:25]=1)[C:18]1[CH:23]=[CH:22][CH:21]=[CH:20][CH:19]=1)([CH3:16])([CH3:15])[CH3:14], predict the reaction product. The product is: [C:13]([Si:17]([C:24]1[CH:29]=[CH:28][CH:27]=[CH:26][CH:25]=1)([C:18]1[CH:19]=[CH:20][CH:21]=[CH:22][CH:23]=1)[O:7][CH2:6][C:3]1[CH:4]=[CH:5][S:1][CH:2]=1)([CH3:16])([CH3:14])[CH3:15].